From a dataset of Full USPTO retrosynthesis dataset with 1.9M reactions from patents (1976-2016). Predict the reactants needed to synthesize the given product. (1) Given the product [CH3:43][C:2]1([CH3:1])[N:6]([CH2:7][CH2:8][CH2:9][CH2:10][CH2:11][CH2:12][CH2:13][CH2:14][CH2:15][S:16]([CH2:18][CH2:19][CH2:20][C:21]([F:27])([F:64])[F:26])=[O:17])[C:5](=[O:28])[N:4]([C:29]2[CH:34]=[CH:33][C:32]([N+:35]([O-:37])=[O:36])=[C:31]([C:38]([F:40])([F:41])[F:39])[CH:30]=2)[C:3]1=[O:42], predict the reactants needed to synthesize it. The reactants are: [CH3:1][C:2]1([CH3:43])[N:6]([CH2:7][CH2:8][CH2:9][CH2:10][CH2:11][CH2:12][CH2:13][CH2:14][CH2:15][S:16]([CH2:18][CH2:19][CH2:20][C:21]([F:27])([F:26])C(F)(F)F)=[O:17])[C:5](=[O:28])[N:4]([C:29]2[CH:34]=[CH:33][C:32]([N+:35]([O-:37])=[O:36])=[C:31]([C:38]([F:41])([F:40])[F:39])[CH:30]=2)[C:3]1=[O:42].CC1(C)N(CCCCCCCCCSCCCC(F)(F)[F:64])C(=O)N(C2C=CC([N+]([O-])=O)=C(C(F)(F)F)C=2)C1=O. (2) Given the product [Cl:12][C:13]1[CH:18]=[CH:17][C:16]([C:8]2[C:7]([NH2:10])=[CH:6][CH:5]=[C:4]([O:3][CH2:2][CH3:1])[CH:9]=2)=[CH:15][CH:14]=1.[Cl:12][C:13]1[CH:18]=[CH:17][C:16]([C:9]2[C:4]([O:3][CH2:2][CH3:1])=[CH:5][CH:6]=[C:7]([NH2:10])[CH:8]=2)=[CH:15][CH:14]=1, predict the reactants needed to synthesize it. The reactants are: [CH3:1][CH2:2][O:3][C:4]1[CH:5]=[CH:6][C:7]([NH2:10])=[CH:8][CH:9]=1.[Cl-].[Cl:12][C:13]1[CH:18]=[CH:17][C:16]([N+]#N)=[CH:15][CH:14]=1. (3) Given the product [CH3:1][N:2]([CH3:6])[CH2:3][CH2:4][O:5][C:10]1[CH:19]=[C:18]2[C:13]([C:14](=[O:20])[NH:15][CH:16]=[N:17]2)=[CH:12][CH:11]=1, predict the reactants needed to synthesize it. The reactants are: [CH3:1][N:2]([CH3:6])[CH2:3][CH2:4][OH:5].[H-].[Na+].F[C:10]1[CH:19]=[C:18]2[C:13]([C:14](=[O:20])[NH:15][CH:16]=[N:17]2)=[CH:12][CH:11]=1. (4) Given the product [C:1]([CH2:3][NH:4][C:5]([C:7]1([C:31]2[CH:32]=[C:24]([CH:21]3[CH2:22][CH2:23][N:18]([CH:15]([CH3:17])[CH3:16])[CH2:19][CH2:20]3)[CH:25]=[CH:26][C:27]=2[C:28]([NH2:39])=[O:29])[CH2:12][CH2:11][CH2:10][CH2:9][CH2:8]1)=[O:6])#[N:2], predict the reactants needed to synthesize it. The reactants are: [C:1]([CH2:3][NH:4][C:5]([C:7]1(N)[CH2:12][CH2:11][CH2:10][CH2:9][CH2:8]1)=[O:6])#[N:2].Cl.[CH:15]([N:18]1[CH2:23][CH2:22][CH:21]([C:24]2[CH:32]=[CH:31][C:27]([C:28](O)=[O:29])=[CH:26][CH:25]=2)[CH2:20][CH2:19]1)([CH3:17])[CH3:16].C1C=CC2N(O)N=[N:39]C=2C=1.C(N(CC)CC)C. (5) Given the product [F:46][CH2:45][O:44][C:40]1[C:41]([CH3:43])=[CH:42][C:37]([C:27]2([C:23]3[CH:24]=[CH:25][CH:26]=[C:21]([C:6]4[CH:11]=[N:10][CH:9]=[CH:8][N:7]=4)[CH:22]=3)[C:35]3[C:30](=[N:31][CH:32]=[CH:33][CH:34]=3)[C:29]([NH2:36])=[N:28]2)=[CH:38][C:39]=1[CH3:47], predict the reactants needed to synthesize it. The reactants are: C([Sn](CCCC)(CCCC)[C:6]1[CH:11]=[N:10][CH:9]=[CH:8][N:7]=1)CCC.Br[C:21]1[CH:22]=[C:23]([C:27]2([C:37]3[CH:42]=[C:41]([CH3:43])[C:40]([O:44][CH2:45][F:46])=[C:39]([CH3:47])[CH:38]=3)[C:35]3[C:30](=[N:31][CH:32]=[CH:33][CH:34]=3)[C:29]([NH2:36])=[N:28]2)[CH:24]=[CH:25][CH:26]=1.